Dataset: Reaction yield outcomes from USPTO patents with 853,638 reactions. Task: Predict the reaction yield, written as a fraction of the theoretical maximum amount of product (1.0 means a 100% yield; for example, 0.34 means a 34% yield). (1) The reactants are C1C=CC(P(C2C=CC=CC=2)C2C=CC=CC=2)=CC=1.[CH3:20][O:21][C:22](=[O:62])[C:23]1[CH:28]=[CH:27][C:26]([O:29][CH2:30][CH2:31][C:32]2[C:40]3[C:35](=[CH:36][CH:37]=[C:38]([Cl:41])[CH:39]=3)[N:34]([CH:42]([C:49]3[CH:54]=[CH:53][CH:52]=[CH:51][CH:50]=3)[C:43]3[CH:48]=[CH:47][CH:46]=[CH:45][CH:44]=3)[C:33]=2[CH2:55][CH2:56][N:57]=[N+]=[N-])=[CH:25][C:24]=1[O:60][CH3:61].O. The catalyst is C1COCC1. The product is [CH3:20][O:21][C:22](=[O:62])[C:23]1[CH:28]=[CH:27][C:26]([O:29][CH2:30][CH2:31][C:32]2[C:40]3[C:35](=[CH:36][CH:37]=[C:38]([Cl:41])[CH:39]=3)[N:34]([CH:42]([C:49]3[CH:50]=[CH:51][CH:52]=[CH:53][CH:54]=3)[C:43]3[CH:48]=[CH:47][CH:46]=[CH:45][CH:44]=3)[C:33]=2[CH2:55][CH2:56][NH2:57])=[CH:25][C:24]=1[O:60][CH3:61]. The yield is 0.120. (2) The reactants are Br[C:2]1[CH:3]=[CH:4][C:5]([F:27])=[C:6]([CH2:8][CH2:9][N:10]2[CH2:15][CH2:14][N:13]([C:16]3[CH:25]=[CH:24][CH:23]=[C:22]4[C:17]=3[CH:18]=[CH:19][C:20]([CH3:26])=[N:21]4)[CH2:12][CH2:11]2)[CH:7]=1.[NH:28]1[CH2:32][CH2:31][NH:30][C:29]1=[O:33]. No catalyst specified. The product is [F:27][C:5]1[CH:4]=[CH:3][C:2]([N:28]2[CH2:32][CH2:31][NH:30][C:29]2=[O:33])=[CH:7][C:6]=1[CH2:8][CH2:9][N:10]1[CH2:15][CH2:14][N:13]([C:16]2[CH:25]=[CH:24][CH:23]=[C:22]3[C:17]=2[CH:18]=[CH:19][C:20]([CH3:26])=[N:21]3)[CH2:12][CH2:11]1. The yield is 0.350. (3) The reactants are [CH3:1][O:2][CH2:3][C:4]1[CH:5]=[C:6]([CH:8]=[CH:9][CH:10]=1)[NH2:7].[F:11][C:12]([F:25])([O:16][C:17]1[CH:18]=[C:19]([CH:22]=[CH:23][CH:24]=1)[CH:20]=O)[CH:13]([F:15])[F:14].C(O)(=O)C.[BH-](OC(C)=O)(OC(C)=O)OC(C)=O.[Na+].[F:44][C:45]([F:50])([F:49])[CH:46]1[O:48][CH2:47]1. The yield is 0.970. The catalyst is ClC(Cl)C.C(#N)C.FC(F)(F)S([O-])(=O)=O.[Yb+3].FC(F)(F)S([O-])(=O)=O.FC(F)(F)S([O-])(=O)=O. The product is [CH3:1][O:2][CH2:3][C:4]1[CH:5]=[C:6]([N:7]([CH2:20][C:19]2[CH:22]=[CH:23][CH:24]=[C:17]([O:16][C:12]([F:25])([F:11])[CH:13]([F:15])[F:14])[CH:18]=2)[CH2:47][CH:46]([OH:48])[C:45]([F:50])([F:49])[F:44])[CH:8]=[CH:9][CH:10]=1. (4) The reactants are C[O:2][CH2:3][C@H:4]([CH3:35])[O:5][C:6]1[CH:7]=[C:8]([C:23]2[NH:27][C:26]([C:28]3[O:29][C@@H:30]([CH2:33][OH:34])[CH2:31][N:32]=3)=[CH:25][CH:24]=2)[CH:9]=[C:10]([O:12][C:13]2[CH:18]=[N:17][C:16]([S:19]([CH3:22])(=[O:21])=[O:20])=[CH:15][N:14]=2)[CH:11]=1.B(Br)(Br)Br.C(=O)([O-])O.[Na+]. The catalyst is C(Cl)Cl. The product is [OH:34][CH2:33][C@@H:30]1[O:29][C:28]([C:26]2[NH:27][C:23]([C:8]3[CH:7]=[C:6]([CH:11]=[C:10]([O:12][C:13]4[CH:18]=[N:17][C:16]([S:19]([CH3:22])(=[O:21])=[O:20])=[CH:15][N:14]=4)[CH:9]=3)[O:5][C@@H:4]([CH3:35])[CH2:3][OH:2])=[CH:24][CH:25]=2)=[N:32][CH2:31]1. The yield is 0.660. (5) The reactants are [CH3:1][C:2]1([CH3:16])[C:6]([CH3:8])([CH3:7])[O:5][B:4]([C:9]2[CH:10]=[C:11]([OH:15])[CH:12]=[CH:13][CH:14]=2)[O:3]1.[H-].[Na+].Cl[CH2:20][C:21]1[CH:26]=[CH:25][N:24]=[CH:23][CH:22]=1. The catalyst is CN(C=O)C. The product is [CH3:8][C:6]1([CH3:7])[C:2]([CH3:16])([CH3:1])[O:3][B:4]([C:9]2[CH:10]=[C:11]([CH:12]=[CH:13][CH:14]=2)[O:15][CH2:20][C:21]2[CH:26]=[CH:25][N:24]=[CH:23][CH:22]=2)[O:5]1. The yield is 0.500. (6) The reactants are C([NH:4][C:5]1[CH:10]=[CH:9][C:8]([C:11]2[C:12]3[NH:16][C:15]([C:17]([C:47]4[CH:48]=[N:49][CH:50]=[CH:51][CH:52]=4)=[C:18]4[N:46]=[C:21]([C:22]([C:40]5[CH:41]=[N:42][CH:43]=[CH:44][CH:45]=5)=[C:23]5[NH:39][C:26](=[C:27]([C:33]6[CH:34]=[N:35][CH:36]=[CH:37][CH:38]=6)[C:28]6[CH:29]=[CH:30][C:31]=2[N:32]=6)[CH:25]=[CH:24]5)[CH:20]=[CH:19]4)=[CH:14][CH:13]=3)=[CH:7][CH:6]=1)(=O)C. The catalyst is Cl.ClCCl.C(N(CC)CC)C. The product is [NH2:4][C:5]1[CH:10]=[CH:9][C:8]([C:11]2[C:12]3[NH:16][C:15]([C:17]([C:47]4[CH:48]=[N:49][CH:50]=[CH:51][CH:52]=4)=[C:18]4[N:46]=[C:21]([C:22]([C:40]5[CH:41]=[N:42][CH:43]=[CH:44][CH:45]=5)=[C:23]5[NH:39][C:26](=[C:27]([C:33]6[CH:34]=[N:35][CH:36]=[CH:37][CH:38]=6)[C:28]6[CH:29]=[CH:30][C:31]=2[N:32]=6)[CH:25]=[CH:24]5)[CH:20]=[CH:19]4)=[CH:14][CH:13]=3)=[CH:7][CH:6]=1. The yield is 0.685. (7) The reactants are [C:1]1([CH3:10])[CH:6]=[CH:5][CH:4]=[C:3]([C:7]([OH:9])=O)[CH:2]=1.C(N1C=CN=C1)(N1C=CN=C1)=O.Cl.[NH2:24][CH2:25][C:26]1[CH:35]=[CH:34][CH:33]=[C:32]2[C:27]=1[C:28](=[O:45])[N:29]([CH:37]1[CH2:42][CH2:41][C:40](=[O:43])[NH:39][C:38]1=[O:44])[C:30]([CH3:36])=[N:31]2. The catalyst is CN(C=O)C. The product is [O:44]=[C:38]1[CH:37]([N:29]2[C:28](=[O:45])[C:27]3[C:32](=[CH:33][CH:34]=[CH:35][C:26]=3[CH2:25][NH:24][C:7](=[O:9])[C:3]3[CH:4]=[CH:5][CH:6]=[C:1]([CH3:10])[CH:2]=3)[N:31]=[C:30]2[CH3:36])[CH2:42][CH2:41][C:40](=[O:43])[NH:39]1. The yield is 0.760. (8) The product is [CH3:52][O:51][C:49](=[O:50])[NH:48][CH:41]([C:40]([N:36]1[CH2:37][CH2:38][CH2:39][CH:35]1[C:32]1[NH:31][C:30]([C:27]2[CH:26]=[CH:25][C:24]([C:21]3[CH:22]=[CH:23][C:18]([C:15]4[NH:14][C:13]([CH:9]5[CH2:10][CH2:11][CH2:12][NH:8]5)=[N:17][CH:16]=4)=[CH:19][CH:20]=3)=[CH:29][CH:28]=2)=[CH:34][N:33]=1)=[O:53])[CH2:42][CH2:43][C:44]([F:46])([F:45])[F:47]. The reactants are C(OC([N:8]1[CH2:12][CH2:11][CH2:10][CH:9]1[C:13]1[NH:14][C:15]([C:18]2[CH:23]=[CH:22][C:21]([C:24]3[CH:29]=[CH:28][C:27]([C:30]4[NH:31][C:32]([CH:35]5[CH2:39][CH2:38][CH2:37][N:36]5[C:40](=[O:53])[CH:41]([NH:48][C:49]([O:51][CH3:52])=[O:50])[CH2:42][CH2:43][C:44]([F:47])([F:46])[F:45])=[N:33][CH:34]=4)=[CH:26][CH:25]=3)=[CH:20][CH:19]=2)=[CH:16][N:17]=1)=O)(C)(C)C.FC(F)(F)C(O)=O. The yield is 0.920. The catalyst is ClCCl. (9) The reactants are COC1C=C(C=CC=1OC)C[NH:7][C:8]1[N:30]=[CH:29][C:11]2[C:12]3[N:13]([CH:17]=[C:18]([C:20]4[N:24]([CH:25]([CH3:27])[CH3:26])[N:23]=[C:22]([CH3:28])[N:21]=4)[N:19]=3)[CH2:14][CH2:15][O:16][C:10]=2[CH:9]=1. The catalyst is C(O)(C(F)(F)F)=O. The product is [CH:25]([N:24]1[C:20]([C:18]2[N:19]=[C:12]3[C:11]4[CH:29]=[N:30][C:8]([NH2:7])=[CH:9][C:10]=4[O:16][CH2:15][CH2:14][N:13]3[CH:17]=2)=[N:21][C:22]([CH3:28])=[N:23]1)([CH3:27])[CH3:26]. The yield is 0.310.